This data is from Forward reaction prediction with 1.9M reactions from USPTO patents (1976-2016). The task is: Predict the product of the given reaction. (1) Given the reactants [NH2:1][C@@H:2]([CH2:5][CH3:6])[CH2:3][OH:4].[OH:7][CH2:8][C:9](=O)[CH3:10], predict the reaction product. The product is: [OH:7][CH2:8][CH:9]([NH:1][C@@H:2]([CH2:5][CH3:6])[CH2:3][OH:4])[CH3:10]. (2) Given the reactants [C:1]1([CH2:9][OH:10])[C:2]([CH2:7][OH:8])=[CH:3][CH:4]=[CH:5][CH:6]=1.C12COCC1=CC=CC=2.[N+]([O-])(O)=O.O, predict the reaction product. The product is: [CH:9](=[O:10])[C:1]1[C:2](=[CH:3][CH:4]=[CH:5][CH:6]=1)[CH:7]=[O:8]. (3) Given the reactants Br[CH:2]([CH2:15][CH3:16])[C:3]([C:5]1[CH:14]=[CH:13][C:8]([C:9]([O:11][CH3:12])=[O:10])=[CH:7][CH:6]=1)=O.[CH3:17][C:18]1[N:19]=[CH:20][C:21]([C:24](=[S:26])[NH2:25])=[N:22][CH:23]=1, predict the reaction product. The product is: [CH2:15]([C:2]1[S:26][C:24]([C:21]2[CH:20]=[N:19][C:18]([CH3:17])=[CH:23][N:22]=2)=[N:25][C:3]=1[C:5]1[CH:14]=[CH:13][C:8]([C:9]([O:11][CH3:12])=[O:10])=[CH:7][CH:6]=1)[CH3:16]. (4) Given the reactants [Br:1][C:2]1[CH:7]=[CH:6][CH:5]=[C:4](Br)[N:3]=1.C([Li])CCC.[S:14](=[O:16])=[O:15].S(Cl)(Cl)(=O)=O.[CH3:22][NH:23][CH3:24], predict the reaction product. The product is: [Br:1][C:2]1[N:3]=[C:4]([S:14]([N:23]([CH3:24])[CH3:22])(=[O:16])=[O:15])[CH:5]=[CH:6][CH:7]=1. (5) Given the reactants [CH3:1][NH:2][CH2:3][C:4]1[CH:9]=[CH:8][C:7]([C:10]([N:12]2[CH2:18][C:17]3([CH3:20])[CH2:19][CH:13]2[CH2:14][C:15]([CH3:22])([CH3:21])[CH2:16]3)=[O:11])=[CH:6][CH:5]=1.[CH3:23][N:24]([C:28]1[CH:33]=[CH:32][CH:31]=[CH:30][CH:29]=1)[C:25](Cl)=[O:26], predict the reaction product. The product is: [CH3:1][N:2]([CH2:3][C:4]1[CH:9]=[CH:8][C:7]([C:10]([N:12]2[CH2:18][C:17]3([CH3:20])[CH2:19][CH:13]2[CH2:14][C:15]([CH3:22])([CH3:21])[CH2:16]3)=[O:11])=[CH:6][CH:5]=1)[C:25]([N:24]([CH3:23])[C:28]1[CH:33]=[CH:32][CH:31]=[CH:30][CH:29]=1)=[O:26]. (6) Given the reactants [CH:1]([N:4]1[C:13]2[C:8](=[C:9]([CH3:14])[CH:10]=[CH:11][CH:12]=2)[CH:7]=[C:6]([C:15]([NH:17][CH2:18][CH:19]2[CH2:24][CH2:23][N:22]([CH2:25][CH:26]3[CH2:31][CH2:30][N:29](C(OC(C)(C)C)=O)[CH2:28][CH2:27]3)[CH2:21][CH2:20]2)=[O:16])[C:5]1=[O:39])([CH3:3])[CH3:2].[ClH:40], predict the reaction product. The product is: [ClH:40].[ClH:40].[CH:1]([N:4]1[C:13]2[C:8](=[C:9]([CH3:14])[CH:10]=[CH:11][CH:12]=2)[CH:7]=[C:6]([C:15]([NH:17][CH2:18][CH:19]2[CH2:24][CH2:23][N:22]([CH2:25][CH:26]3[CH2:27][CH2:28][NH:29][CH2:30][CH2:31]3)[CH2:21][CH2:20]2)=[O:16])[C:5]1=[O:39])([CH3:3])[CH3:2]. (7) Given the reactants [OH:1][C@@:2]1([CH2:22][O:23][CH3:24])[CH2:7][CH2:6][CH2:5][CH2:4][C@H:3]1[N:8]1[C:12]([C:13]2[CH:18]=[CH:17][CH:16]=[CH:15][CH:14]=2)=[C:11]([C:19]([OH:21])=O)[N:10]=[CH:9]1.Cl.[O:26]([CH2:33][CH2:34][C@H:35]1[NH:40][CH2:39][CH2:38][N:37]([C:41]([O:43][CH2:44][C:45]2[CH:50]=[CH:49][CH:48]=[CH:47][CH:46]=2)=[O:42])[CH2:36]1)[C:27]1[CH:32]=[CH:31][CH:30]=[CH:29][CH:28]=1.CCN=C=NCCCN(C)C.Cl.C1C=CC2N(O)N=NC=2C=1.C(=O)([O-])O.[Na+], predict the reaction product. The product is: [OH:1][C@@:2]1([CH2:22][O:23][CH3:24])[CH2:7][CH2:6][CH2:5][CH2:4][C@H:3]1[N:8]1[C:12]([C:13]2[CH:18]=[CH:17][CH:16]=[CH:15][CH:14]=2)=[C:11]([C:19]([N:40]2[CH2:39][CH2:38][N:37]([C:41]([O:43][CH2:44][C:45]3[CH:50]=[CH:49][CH:48]=[CH:47][CH:46]=3)=[O:42])[CH2:36][C@H:35]2[CH2:34][CH2:33][O:26][C:27]2[CH:32]=[CH:31][CH:30]=[CH:29][CH:28]=2)=[O:21])[N:10]=[CH:9]1.